Dataset: Catalyst prediction with 721,799 reactions and 888 catalyst types from USPTO. Task: Predict which catalyst facilitates the given reaction. (1) Reactant: [C:1]([N:5]1[CH:9]=[C:8]([CH2:10]O)[C:7]([C:12]([O:14][CH2:15][CH3:16])=[O:13])=[N:6]1)([CH3:4])([CH3:3])[CH3:2].P(Br)(Br)[Br:18]. Product: [Br:18][CH2:10][C:8]1[C:7]([C:12]([O:14][CH2:15][CH3:16])=[O:13])=[N:6][N:5]([C:1]([CH3:4])([CH3:3])[CH3:2])[CH:9]=1. The catalyst class is: 4. (2) Reactant: [I:1][C:2]1[CH:7]=[CH:6][C:5]([C@H:8]2[C@H:13]([C:14]([O:16]CC)=[O:15])[CH2:12][CH2:11][O:10][CH2:9]2)=[CH:4][CH:3]=1.[OH-].[Na+]. Product: [I:1][C:2]1[CH:7]=[CH:6][C:5]([C@H:8]2[C@H:13]([C:14]([OH:16])=[O:15])[CH2:12][CH2:11][O:10][CH2:9]2)=[CH:4][CH:3]=1. The catalyst class is: 5. (3) Reactant: Br[C:2]1[CH:11]=[N:10][CH:9]=[C:8]2[C:3]=1[CH:4]=[C:5]([C:12]([NH2:14])=[O:13])[CH:6]=[N:7]2.[Cl:15][C:16]1[CH:21]=[C:20]([Cl:22])[CH:19]=[CH:18][C:17]=1B(O)O.C(=O)([O-])[O-].[Cs+].[Cs+]. Product: [Cl:15][C:16]1[CH:21]=[C:20]([Cl:22])[CH:19]=[CH:18][C:17]=1[C:2]1[CH:11]=[N:10][CH:9]=[C:8]2[C:3]=1[CH:4]=[C:5]([C:12]([NH2:14])=[O:13])[CH:6]=[N:7]2. The catalyst class is: 688. (4) Reactant: [N+:1]([C:4]1[CH:5]=[CH:6][C:7]2[NH:12][C:11](=[O:13])[CH2:10][O:9][C:8]=2[CH:14]=1)([O-:3])=[O:2].Cl.Cl[CH2:17][CH2:18][CH:19]1[CH2:23][CH2:22][CH2:21][N:20]1[CH3:24].[Na+].[I-].C([O-])([O-])=O.[K+].[K+]. Product: [CH3:24][N:20]1[CH2:21][CH2:22][CH2:23][CH:19]1[CH2:18][CH2:17][N:12]1[C:11](=[O:13])[CH2:10][O:9][C:8]2[CH:14]=[C:4]([N+:1]([O-:3])=[O:2])[CH:5]=[CH:6][C:7]1=2. The catalyst class is: 18. (5) The catalyst class is: 2. Reactant: C([SiH3])CCC.[Br:6][C:7]1[CH:16]=[C:15]2[C:10]([CH:11](O)[CH2:12][CH:13]([C:17]3[CH:22]=[CH:21][CH:20]=[CH:19][CH:18]=3)[O:14]2)=[CH:9][CH:8]=1.FC1C(B(C2C(F)=C(F)C(F)=C(F)C=2F)C2C(F)=C(F)C(F)=C(F)C=2F)=C(F)C(F)=C(F)C=1F.C(=O)(O)[O-].[Na+]. Product: [Br:6][C:7]1[CH:16]=[C:15]2[C:10]([CH2:11][CH2:12][CH:13]([C:17]3[CH:18]=[CH:19][CH:20]=[CH:21][CH:22]=3)[O:14]2)=[CH:9][CH:8]=1. (6) Reactant: Cl.[N+:2]([C:5]1[CH:13]=[CH:12][C:8]([C:9]([NH2:11])=[NH:10])=[CH:7][CH:6]=1)([O-:4])=[O:3].C([O-])(O)=O.[Na+].O.[N+:20]([C:23]1[CH:24]=[C:25]([CH:30]=[CH:31][CH:32]=1)[C:26](=O)[CH2:27]Br)([O-:22])=[O:21]. Product: [N+:20]([C:23]1[CH:24]=[C:25]([C:26]2[NH:11][C:9]([C:8]3[CH:7]=[CH:6][C:5]([N+:2]([O-:4])=[O:3])=[CH:13][CH:12]=3)=[N:10][CH:27]=2)[CH:30]=[CH:31][CH:32]=1)([O-:22])=[O:21]. The catalyst class is: 1.